This data is from Reaction yield outcomes from USPTO patents with 853,638 reactions. The task is: Predict the reaction yield, written as a fraction of the theoretical maximum amount of product (1.0 means a 100% yield; for example, 0.34 means a 34% yield). (1) The reactants are [OH:1][C:2]1[CH:3]=[C:4]2[C:9](=[CH:10][CH:11]=1)[CH:8]=[C:7]([C:12]1[C:20]3[C:15](=[CH:16][CH:17]=[C:18]([C:21]#[N:22])[CH:19]=3)[N:14]([CH:23]3[CH2:28][CH2:27][CH2:26][CH2:25][O:24]3)[N:13]=1)[CH:6]=[CH:5]2.[CH3:29][N:30]1[CH2:35][CH2:34][N:33]([CH3:36])[CH2:32][CH:31]1[CH2:37]O.C1(P(C2C=CC=CC=2)C2C=CC=CC=2)C=CC=CC=1.N(C(OC(C)C)=O)=NC(OC(C)C)=O. The catalyst is C1COCC1.CO.ClCCl. The product is [CH3:29][N:30]1[CH2:35][CH2:34][N:33]([CH3:36])[CH2:32][CH:31]1[CH2:37][O:1][C:2]1[CH:3]=[C:4]2[C:9](=[CH:10][CH:11]=1)[CH:8]=[C:7]([C:12]1[C:20]3[C:15](=[CH:16][CH:17]=[C:18]([C:21]#[N:22])[CH:19]=3)[N:14]([CH:23]3[CH2:28][CH2:27][CH2:26][CH2:25][O:24]3)[N:13]=1)[CH:6]=[CH:5]2. The yield is 0.630. (2) The reactants are [NH2:1][S:2]([CH2:5][CH2:6][CH2:7][C:8]([O:10][CH2:11][C:12]1[CH:17]=[CH:16][CH:15]=[CH:14][CH:13]=1)=[O:9])(=[O:4])=[O:3].C(Cl)CCl.[C:22]([O:26][C:27]([NH:29][CH2:30][CH2:31][N:32]([CH3:61])[C@@H:33]1[CH2:40][N:39]2[C:41]3[CH:42]=[C:43]([C:54](O)=[O:55])[CH:44]=[CH:45][C:46]=3[C:47]([CH:48]3[CH2:53][CH2:52][CH2:51][CH2:50][CH2:49]3)=[C:38]2[C:37]2[CH:57]=[CH:58][CH:59]=[CH:60][C:36]=2[O:35][CH2:34]1)=[O:28])([CH3:25])([CH3:24])[CH3:23]. The catalyst is CN(C1C=CN=CC=1)C.C(Cl)Cl. The product is [C:22]([O:26][C:27]([NH:29][CH2:30][CH2:31][N:32]([CH3:61])[C@@H:33]1[CH2:40][N:39]2[C:41]3[CH:42]=[C:43]([C:54]([NH:1][S:2]([CH2:5][CH2:6][CH2:7][C:8]([O:10][CH2:11][C:12]4[CH:13]=[CH:14][CH:15]=[CH:16][CH:17]=4)=[O:9])(=[O:3])=[O:4])=[O:55])[CH:44]=[CH:45][C:46]=3[C:47]([CH:48]3[CH2:53][CH2:52][CH2:51][CH2:50][CH2:49]3)=[C:38]2[C:37]2[CH:57]=[CH:58][CH:59]=[CH:60][C:36]=2[O:35][CH2:34]1)=[O:28])([CH3:25])([CH3:24])[CH3:23]. The yield is 0.370.